Dataset: hERG potassium channel inhibition data for cardiac toxicity prediction from Karim et al.. Task: Regression/Classification. Given a drug SMILES string, predict its toxicity properties. Task type varies by dataset: regression for continuous values (e.g., LD50, hERG inhibition percentage) or binary classification for toxic/non-toxic outcomes (e.g., AMES mutagenicity, cardiotoxicity, hepatotoxicity). Dataset: herg_karim. (1) The molecule is CCOCc1nc(Nc2ccc(C(F)(F)F)cc2)c2ccc(-c3ncccc3C(F)(F)F)cc2n1. The result is 1 (blocker). (2) The compound is CC(=O)N[C@@H](CCN1[C@H]2CC[C@@H]1C[C@H](n1c(C)nc3ccccc31)C2)c1ccccc1. The result is 1 (blocker). (3) The molecule is ClC(Cl)Cl. The result is 0 (non-blocker). (4) The drug is COc1cccc(-c2cccc(C3(c4ccncc4)N=C(N)CS3)c2)c1. The result is 0 (non-blocker). (5) The compound is CS(=O)(=O)NCCN1CC2CN(CCOc3ccc(C#N)cc3)CC(C1)O2. The result is 0 (non-blocker). (6) The molecule is Cn1c(SCCCN2CC[C@]3(C[C@H]3c3ccc(C(F)(F)F)cc3)C2)nnc1-c1ccncc1. The result is 1 (blocker). (7) The molecule is Cc1ncc(-c2nc(Nc3ccc(N4CCOCC4)cc3)ncc2F)n1C(C)C. The result is 0 (non-blocker).